Dataset: Full USPTO retrosynthesis dataset with 1.9M reactions from patents (1976-2016). Task: Predict the reactants needed to synthesize the given product. (1) Given the product [OH:11][CH:8]([OH:12])[CH2:9][CH2:10][N:1]1[CH2:6][CH2:5][NH:4][CH2:3][CH2:2]1, predict the reactants needed to synthesize it. The reactants are: [NH:1]1[CH2:6][CH2:5][NH:4][CH2:3][CH2:2]1.Cl[C:8]([OH:12])([OH:11])[CH2:9][CH3:10].[OH-].[Na+]. (2) Given the product [N:21]1[CH:22]=[CH:23][CH:24]=[CH:25][C:20]=1[C:2]1[N:6]2[CH:7]=[C:8]([C:11]([O:13][CH3:14])=[O:12])[CH:9]=[CH:10][C:5]2=[N:4][CH:3]=1, predict the reactants needed to synthesize it. The reactants are: I[C:2]1[N:6]2[CH:7]=[C:8]([C:11]([O:13][CH3:14])=[O:12])[CH:9]=[CH:10][C:5]2=[N:4][CH:3]=1.C([Sn](CCCC)(CCCC)[C:20]1[CH:25]=[CH:24][CH:23]=[CH:22][N:21]=1)CCC.C1(C)C=CC=CC=1. (3) Given the product [NH:30]1[C:31]2[C:36](=[CH:35][CH:34]=[CH:33][CH:32]=2)[CH:37]=[CH:29]1.[NH:2]1[CH2:7][CH2:6][CH2:5][CH2:4][CH2:3]1.[CH3:37][CH2:38][O:40][CH2:41][CH3:42], predict the reactants needed to synthesize it. The reactants are: C[N:2]1[CH2:7][CH2:6][CH2:5][CH2:4][CH:3]1CO.C1(C)C=CC(S(Cl)(=O)=O)=CC=1.C(N(CC)CC)C.C[C:29]1[NH:30][C:31]2[C:36]([C:37]=1[C:38]([O:40][CH2:41][C:42]1C=CC=CC=1)=O)=[CH:35][C:34](O)=[CH:33][CH:32]=2.C([O-])([O-])=O.[Cs+].[Cs+]. (4) Given the product [CH2:7]([O:5][C:4](=[O:6])[CH2:3][CH2:2][NH:1][CH:17]([CH2:18][CH2:19][CH3:20])[CH2:16][CH2:15][CH3:14])[CH3:8], predict the reactants needed to synthesize it. The reactants are: [NH2:1][CH2:2][CH2:3][C:4]([OH:6])=[O:5].[CH2:7](N(CC)CC)[CH3:8].[CH3:14][CH2:15][CH2:16][C:17](=O)[CH2:18][CH2:19][CH3:20].C(O[BH-](OC(=O)C)OC(=O)C)(=O)C.[Na+]. (5) Given the product [C:44]([NH:47][NH:48][C:27](=[O:29])[C:26]1[CH:25]=[CH:24][C:23]([N+:20]([O-:22])=[O:21])=[CH:31][CH:30]=1)(=[O:46])[CH3:45], predict the reactants needed to synthesize it. The reactants are: C1C=CC2N(O)N=NC=2C=1.CCN(C(C)C)C(C)C.[N+:20]([C:23]1[CH:31]=[CH:30][C:26]([C:27]([OH:29])=O)=[CH:25][CH:24]=1)([O-:22])=[O:21].CCN=C=NCCCN(C)C.Cl.[C:44]([NH:47][NH2:48])(=[O:46])[CH3:45].